From a dataset of Reaction yield outcomes from USPTO patents with 853,638 reactions. Predict the reaction yield, written as a fraction of the theoretical maximum amount of product (1.0 means a 100% yield; for example, 0.34 means a 34% yield). (1) The reactants are [CH2:1]([Mg]Br)[C:2]([CH3:5])([CH3:4])C.Cl[CH2:9]Cl.O1[CH2:15][CH2:14][O:13]C1.O1C[CH2:19][CH2:18][CH2:17]1. The catalyst is [Cl-].[Zn+2].[Cl-]. The product is [C:14]1(=[O:13])[C:5]2[C:2](=[CH:1][CH:17]=[CH:18][CH:19]=2)[CH2:4][CH2:9][CH2:15]1. The yield is 0.990. (2) The reactants are C([O:8][C:9]1[CH:14]=[CH:13][C:12]([F:15])=[CH:11][C:10]=1[CH:16]([C:18]1[CH:23]=[CH:22][C:21]([O:24][CH3:25])=[CH:20][CH:19]=1)O)C1C=CC=CC=1.Cl. The catalyst is CO.[OH-].[Pd+2].[OH-]. The product is [F:15][C:12]1[CH:13]=[CH:14][C:9]([OH:8])=[C:10]([CH2:16][C:18]2[CH:23]=[CH:22][C:21]([O:24][CH3:25])=[CH:20][CH:19]=2)[CH:11]=1. The yield is 0.820. (3) The reactants are C(O[CH:5]1[O:13][CH2:12][CH:11]2[C:6]1([CH3:15])[CH:7]1[CH2:14][CH:10]2[CH2:9][CH2:8]1)(=O)C.[C:16]([OH:21])(=[O:20])[C:17]([CH3:19])=[CH2:18]. The catalyst is C(C1C(O)=C(C(C)(C)C)C=C(C)C=1)C1C(O)=C(C(C)(C)C)C=C(C)C=1. The product is [C:16]([O:21][CH:5]1[O:13][CH2:12][CH:11]2[C:6]1([CH3:15])[CH:7]1[CH2:14][CH:10]2[CH2:9][CH2:8]1)(=[O:20])[C:17]([CH3:19])=[CH2:18]. The yield is 0.910.